Dataset: Catalyst prediction with 721,799 reactions and 888 catalyst types from USPTO. Task: Predict which catalyst facilitates the given reaction. (1) Reactant: [C-:1]#[N:2].[K+].[C:4]1([CH:14]=[O:15])[C:13]2[C:8](=[CH:9][CH:10]=[CH:11][CH:12]=2)[CH:7]=[CH:6][CH:5]=1.C(O)(=O)C. Product: [OH:15][CH:14]([C:4]1[C:13]2[C:8](=[CH:9][CH:10]=[CH:11][CH:12]=2)[CH:7]=[CH:6][CH:5]=1)[C:1]#[N:2]. The catalyst class is: 28. (2) Reactant: Cl.[Br:2][C:3]1[CH:8]=[CH:7][C:6]([C:9](=[O:14])[CH2:10][CH2:11][CH2:12][CH3:13])=[CH:5][CH:4]=1.[N:15]([O-])=[O:16].[Na+]. Product: [Br:2][C:3]1[CH:4]=[CH:5][C:6]([C:9](=[O:14])/[C:10](=[N:15]\[OH:16])/[CH2:11][CH2:12][CH3:13])=[CH:7][CH:8]=1. The catalyst class is: 165. (3) Reactant: [CH2:1]([NH:8][CH2:9][CH:10]([CH2:21][O:22][Si:23]([C:26]([CH3:29])([CH3:28])[CH3:27])([CH3:25])[CH3:24])[CH:11]([C:13]1[CH:18]=[CH:17][C:16]([Cl:19])=[C:15]([F:20])[CH:14]=1)[OH:12])[C:2]1[CH:7]=[CH:6][CH:5]=[CH:4][CH:3]=1.C(N(CC)CC)C.[Cl:37][CH2:38][C:39](Cl)=[O:40]. Product: [CH2:1]([N:8]([CH2:9][CH:10]([CH2:21][O:22][Si:23]([C:26]([CH3:29])([CH3:28])[CH3:27])([CH3:25])[CH3:24])[CH:11]([C:13]1[CH:18]=[CH:17][C:16]([Cl:19])=[C:15]([F:20])[CH:14]=1)[OH:12])[C:39](=[O:40])[CH2:38][Cl:37])[C:2]1[CH:3]=[CH:4][CH:5]=[CH:6][CH:7]=1. The catalyst class is: 1. (4) Reactant: C[O:2][C:3]1[CH:8]=[CH:7][C:6]([N:9]2[C:14](=[O:15])[C:13]([CH2:16][C:17]3[CH:22]=[CH:21][C:20]([C:23]4[C:24]([C:29]#[N:30])=[CH:25][CH:26]=[CH:27][CH:28]=4)=[CH:19][CH:18]=3)=[C:12]([CH2:31][CH2:32][CH3:33])[N:11]=[C:10]2[CH3:34])=[CH:5][CH:4]=1.B(Br)(Br)Br.C(OCC)(=O)C.O. Product: [OH:2][C:3]1[CH:4]=[CH:5][C:6]([N:9]2[C:14](=[O:15])[C:13]([CH2:16][C:17]3[CH:22]=[CH:21][C:20]([C:23]4[C:24]([C:29]#[N:30])=[CH:25][CH:26]=[CH:27][CH:28]=4)=[CH:19][CH:18]=3)=[C:12]([CH2:31][CH2:32][CH3:33])[N:11]=[C:10]2[CH3:34])=[CH:7][CH:8]=1. The catalyst class is: 2. (5) Reactant: [Cl:1][C:2]1[CH:3]=[C:4]([C@@H:8]2[CH2:12][O:11][C:10](=[O:13])[N:9]2[CH:14]2[CH2:19][CH2:18][N:17]([CH2:20][C:21]3[C:22]([CH3:35])=[N:23][C:24]([S:27][C:28]4[CH:33]=[CH:32][C:31]([OH:34])=[CH:30][CH:29]=4)=[CH:25][CH:26]=3)[CH2:16][CH2:15]2)[CH:5]=[CH:6][CH:7]=1.[H-].[Na+].[C:38]([O:42][C:43](=[O:46])[CH2:44]Br)([CH3:41])([CH3:40])[CH3:39]. Product: [C:38]([O:42][C:43](=[O:46])[CH2:44][O:34][C:31]1[CH:30]=[CH:29][C:28]([S:27][C:24]2[CH:25]=[CH:26][C:21]([CH2:20][N:17]3[CH2:18][CH2:19][CH:14]([N:9]4[C@H:8]([C:4]5[CH:5]=[CH:6][CH:7]=[C:2]([Cl:1])[CH:3]=5)[CH2:12][O:11][C:10]4=[O:13])[CH2:15][CH2:16]3)=[C:22]([CH3:35])[N:23]=2)=[CH:33][CH:32]=1)([CH3:41])([CH3:40])[CH3:39]. The catalyst class is: 1.